From a dataset of Forward reaction prediction with 1.9M reactions from USPTO patents (1976-2016). Predict the product of the given reaction. (1) Given the reactants [CH3:1][O:2][C:3]1[CH:4]=[C:5]2[C:9](=[CH:10][C:11]=1[O:12][CH3:13])[C:8](=[O:14])[CH:7]([CH2:15][C:16]1[CH:21]=[CH:20][N:19]=[CH:18][C:17]=1[C:22]([NH:24][CH3:25])=[O:23])[CH2:6]2.[CH3:26][C:27]1[CH:34]=[CH:33][CH:32]=[CH:31][C:28]=1[CH2:29][Br:30], predict the reaction product. The product is: [Br-:30].[CH3:1][O:2][C:3]1[CH:4]=[C:5]2[C:9](=[CH:10][C:11]=1[O:12][CH3:13])[C:8](=[O:14])[CH:7]([CH2:15][C:16]1[CH:21]=[CH:20][N+:19]([CH2:26][C:27]3[CH:34]=[CH:33][CH:32]=[CH:31][C:28]=3[CH3:29])=[CH:18][C:17]=1[C:22]([NH:24][CH3:25])=[O:23])[CH2:6]2. (2) Given the reactants [O:1]=[C:2]1[N:6]2[CH2:7][CH2:8][NH:9][CH2:10][C@H:5]2[CH2:4][N:3]1[CH2:11][C:12](C)(C)[C:13]([OH:15])=[O:14].Cl.N[C:20]1(CC(OC)=O)C[CH2:21]1, predict the reaction product. The product is: [O:1]=[C:2]1[N:6]2[CH2:7][CH2:8][NH:9][CH2:10][C@@H:5]2[CH2:4][N:3]1[C:11]1([CH2:12][C:13]([OH:15])=[O:14])[CH2:21][CH2:20]1.